Dataset: Catalyst prediction with 721,799 reactions and 888 catalyst types from USPTO. Task: Predict which catalyst facilitates the given reaction. (1) Reactant: [C:1]([CH:5]1[CH2:14][CH2:13][C:12]2[N:11]=[C:10]3[S:15][C:16]([NH2:18])=[CH:17][C:9]3=[CH:8][C:7]=2[CH2:6]1)([CH3:4])([CH3:3])[CH3:2].ClC(Cl)(Cl)[C:21]([N:23]=C=O)=[O:22].CO.O.C([O-])([O-])=O.[Na+].[Na+]. Product: [C:1]([CH:5]1[CH2:14][CH2:13][C:12]2[N:11]=[C:10]3[S:15][C:16]([NH:18][C:21]([NH2:23])=[O:22])=[CH:17][C:9]3=[CH:8][C:7]=2[CH2:6]1)([CH3:4])([CH3:2])[CH3:3]. The catalyst class is: 2. (2) Reactant: [Cl:1][C:2]1[CH:26]=[N:25][C:5]2[N:6]=[C:7]([N:13]3[CH2:16][CH:15]([NH:17]C(=O)OC(C)(C)C)[CH2:14]3)[C:8]3[N:9]([CH:10]=[N:11][N:12]=3)[C:4]=2[CH:3]=1.C(O)(C(F)(F)F)=O. Product: [Cl:1][C:2]1[CH:26]=[N:25][C:5]2[N:6]=[C:7]([N:13]3[CH2:14][CH:15]([NH2:17])[CH2:16]3)[C:8]3[N:9]([CH:10]=[N:11][N:12]=3)[C:4]=2[CH:3]=1. The catalyst class is: 2. (3) Reactant: Br[CH2:2][C:3]1[C:4]([Cl:11])=[C:5]([CH:8]=[CH:9][CH:10]=1)[C:6]#[N:7].[N-:12]=[N+]=[N-].[Na+].C1(P(C2C=CC=CC=2)C2C=CC=CC=2)C=CC=CC=1.Cl. Product: [Cl:11][C:4]1[C:5]([C:6]#[N:7])=[CH:8][CH:9]=[CH:10][C:3]=1[CH2:2][NH2:12]. The catalyst class is: 31. (4) Reactant: [CH3:1][O:2][C:3](=[O:39])[NH:4][CH:5]([C:9]([N:11]1[CH:18]([C:19]2[NH:20][C:21]([C:24]3[CH:29]=[CH:28][C:27](B4OC(C)(C)C(C)(C)O4)=[CH:26][CH:25]=3)=[CH:22][N:23]=2)[CH2:17][C:13]2([CH2:16][CH2:15][CH2:14]2)[O:12]1)=[O:10])[CH:6]([CH3:8])[CH3:7].[CH3:40][O:41][C:42](=[O:67])[NH:43][CH:44]([C:48]([N:50]1[CH2:54][CH2:53][CH2:52][CH:51]1[C:55]1[NH:56][C:57]([C:60]2[CH:65]=[CH:64][C:63](Br)=[CH:62][CH:61]=2)=[CH:58][N:59]=1)=[O:49])[CH:45]([CH3:47])[CH3:46].C(=O)([O-])[O-].[K+].[K+]. Product: [CH3:1][O:2][C:3](=[O:39])[NH:4][CH:5]([C:9]([N:11]1[CH:18]([C:19]2[NH:20][C:21]([C:24]3[CH:29]=[CH:28][C:27]([C:63]4[CH:64]=[CH:65][C:60]([C:57]5[NH:56][C:55]([CH:51]6[CH2:52][CH2:53][CH2:54][N:50]6[C:48](=[O:49])[CH:44]([NH:43][C:42]([O:41][CH3:40])=[O:67])[CH:45]([CH3:47])[CH3:46])=[N:59][CH:58]=5)=[CH:61][CH:62]=4)=[CH:26][CH:25]=3)=[CH:22][N:23]=2)[CH2:17][C:13]2([CH2:14][CH2:15][CH2:16]2)[O:12]1)=[O:10])[CH:6]([CH3:7])[CH3:8]. The catalyst class is: 104. (5) Product: [Br:1][C:2]1[CH:3]=[C:4](/[C:8](/[CH3:17])=[CH:9]/[C:10]([OH:12])=[O:11])[CH:5]=[CH:6][CH:7]=1. The catalyst class is: 4. Reactant: [Br:1][C:2]1[CH:3]=[C:4](/[C:8](/[CH3:17])=[CH:9]/[C:10]([O:12]C(C)(C)C)=[O:11])[CH:5]=[CH:6][CH:7]=1. (6) Reactant: C([O-])([O-])=O.[K+].[K+].[CH3:7][O:8][C:9]1[CH:14]=[C:13]([CH3:15])[C:12]([S:16](Cl)(=[O:18])=[O:17])=[C:11]([CH3:20])[CH:10]=1.[NH:21]1[CH2:26][CH2:25][CH2:24][CH2:23][CH:22]1[CH2:27][OH:28]. Product: [CH3:7][O:8][C:9]1[CH:14]=[C:13]([CH3:15])[C:12]([S:16]([N:21]2[CH2:26][CH2:25][CH2:24][CH2:23][CH:22]2[CH2:27][OH:28])(=[O:18])=[O:17])=[C:11]([CH3:20])[CH:10]=1. The catalyst class is: 21. (7) Reactant: [N:1]1[CH:6]=[CH:5][CH:4]=[C:3]([C@@H:7]2[CH2:11][CH2:10][C@@H:9]([N:12]3C(=O)C4=CC=CC=C4C3=O)[CH2:8]2)[CH:2]=1. Product: [N:1]1[CH:6]=[CH:5][CH:4]=[C:3]([C@@H:7]2[CH2:11][CH2:10][C@@H:9]([NH2:12])[CH2:8]2)[CH:2]=1. The catalyst class is: 14. (8) Reactant: Cl[C:2]1[CH:3]=[C:4]2[C:13](=[CH:14][N:15]=1)[C:12]1[N:8]([CH:9]=[C:10]([C:16]3[N:20]([CH:21]([CH3:23])[CH3:22])[N:19]=[CH:18][N:17]=3)[N:11]=1)[CH2:7][CH2:6][O:5]2.[CH2:24]([N:30]1[CH2:34][CH2:33][CH2:32][CH2:31]1)[CH:25]1[CH2:29][CH2:28][CH2:27][NH:26]1. Product: [CH:21]([N:20]1[C:16]([C:10]2[N:11]=[C:12]3[C:13]4[CH:14]=[N:15][C:2]([N:26]5[CH2:27][CH2:28][CH2:29][CH:25]5[CH2:24][N:30]5[CH2:34][CH2:33][CH2:32][CH2:31]5)=[CH:3][C:4]=4[O:5][CH2:6][CH2:7][N:8]3[CH:9]=2)=[N:17][CH:18]=[N:19]1)([CH3:23])[CH3:22]. The catalyst class is: 37. (9) Product: [NH2:8][C:5]1[CH:6]=[CH:7][C:2]([F:1])=[C:3]([C@@:11]2([CH3:24])[N:20]=[C:19]([NH2:21])[C:14]3([CH2:18][CH2:17][CH2:16][CH2:15]3)[S:13](=[O:22])(=[O:23])[CH2:12]2)[CH:4]=1. Reactant: [F:1][C:2]1[CH:7]=[CH:6][C:5]([N+:8]([O-])=O)=[CH:4][C:3]=1[C@@:11]1([CH3:24])[N:20]=[C:19]([NH2:21])[C:14]2([CH2:18][CH2:17][CH2:16][CH2:15]2)[S:13](=[O:23])(=[O:22])[CH2:12]1.C(N(CC)CC)C. The catalyst class is: 29.